Dataset: Reaction yield outcomes from USPTO patents with 853,638 reactions. Task: Predict the reaction yield, written as a fraction of the theoretical maximum amount of product (1.0 means a 100% yield; for example, 0.34 means a 34% yield). (1) The reactants are C([O:3][C:4](=O)[CH:5]([NH:26]C1C=C2C(=CC=1)NN=C2)[CH2:6][C:7](=[O:25])[N:8]1[CH2:13][CH2:12][CH:11]([N:14]2[CH2:23][C:22]3[C:17](=[CH:18][CH:19]=[CH:20][CH:21]=3)[NH:16][C:15]2=[O:24])[CH2:10][CH2:9]1)C.[N:43]1([N:43]2[CH2:48][CH2:47][CH2:46][CH2:45][CH2:44]2)[CH2:48][CH2:47][CH2:46][CH2:45][CH2:44]1.CCOP(ON1[N:68]=[N:67][C:62]2[CH:63]=[CH:64][CH:65]=[CH:66][C:61]=2[C:59]1=O)(OCC)=O. The catalyst is CN(C)C=O.C(N(CC)CC)C. The product is [N:8]1([CH:46]2[CH2:45][CH2:44][N:43]([C:4](=[O:3])[CH:5]([NH:26][C:65]3[CH:66]=[C:61]4[C:62](=[CH:63][CH:64]=3)[NH:67][N:68]=[CH:59]4)[CH2:6][C:7]([N:8]3[CH2:9][CH2:10][CH:11]([N:14]4[CH2:23][C:22]5[C:17](=[CH:18][CH:19]=[CH:20][CH:21]=5)[NH:16][C:15]4=[O:24])[CH2:12][CH2:13]3)=[O:25])[CH2:48][CH2:47]2)[CH2:13][CH2:12][CH2:11][CH2:10][CH2:9]1. The yield is 0.260. (2) The reactants are [NH2:1][C@H:2](C(N)=O)[CH2:3][C:4]1C=CC(O)=C[CH:5]=1.Cl.C([N:17]([CH2:20]C)[CH2:18][CH3:19])C.FC(F)(F)C(OC1C(F)=C(F)C(F)=C(F)C=1F)=O. The catalyst is ClCCl. The product is [N:17]1[C:18]2[CH:19]=[CH:5][CH:4]=[CH:3][C:2]=2[NH:1][CH:20]=1. The yield is 0.500. (3) The reactants are [NH2:1][C:2]1[CH:7]=[CH:6][N:5]([CH2:8][CH2:9][CH2:10][CH2:11][C:12]2[S:16][C:15]([NH:17][C:18](=[O:26])[CH2:19][C:20]3[CH:25]=[CH:24][CH:23]=[CH:22][CH:21]=3)=[N:14][N:13]=2)[C:4](=[O:27])[N:3]=1.[F:28][C:29]([F:42])([F:41])[O:30][C:31]1[CH:32]=[C:33]([CH2:37][C:38](O)=[O:39])[CH:34]=[CH:35][CH:36]=1.C1C=CC2N(O)N=NC=2C=1.CCN(C(C)C)C(C)C.CCN=C=NCCCN(C)C.Cl. The catalyst is CN(C=O)C. The product is [O:27]=[C:4]1[N:3]=[C:2]([NH:1][C:38](=[O:39])[CH2:37][C:33]2[CH:34]=[CH:35][CH:36]=[C:31]([O:30][C:29]([F:41])([F:28])[F:42])[CH:32]=2)[CH:7]=[CH:6][N:5]1[CH2:8][CH2:9][CH2:10][CH2:11][C:12]1[S:16][C:15]([NH:17][C:18](=[O:26])[CH2:19][C:20]2[CH:25]=[CH:24][CH:23]=[CH:22][CH:21]=2)=[N:14][N:13]=1. The yield is 0.490. (4) The catalyst is CO.[Pd]. The reactants are [N+:1]([C:4]1[CH:5]=[C:6]([C:10]2[C:14]([C:15]3[CH:20]=[CH:19][N:18]=[CH:17][CH:16]=3)=[CH:13][NH:12][N:11]=2)[CH:7]=[CH:8][CH:9]=1)([O-])=O. The product is [N:18]1[CH:17]=[CH:16][C:15]([C:14]2[C:10]([C:6]3[CH:5]=[C:4]([NH2:1])[CH:9]=[CH:8][CH:7]=3)=[N:11][NH:12][CH:13]=2)=[CH:20][CH:19]=1. The yield is 0.980. (5) The reactants are [NH2:1][CH2:2][C@@H:3]1[O:7][C:6](=[O:8])[N:5]([C:9]2[CH:14]=[CH:13][C:12]([CH:15]3[CH2:20][CH2:19][S:18](=[O:22])(=[O:21])[CH2:17][CH2:16]3)=[C:11]([F:23])[CH:10]=2)[CH2:4]1.[C:24](Cl)(=[O:35])[O:25][CH2:26][O:27][C:28](=[O:34])[CH2:29][C:30]([CH3:33])([CH3:32])[CH3:31]. The catalyst is ClCCl. The product is [O:22]=[S:18]1(=[O:21])[CH2:19][CH2:20][CH:15]([C:12]2[CH:13]=[CH:14][C:9]([N:5]3[CH2:4][C@H:3]([CH2:2][NH:1][C:24]([O:25][CH2:26][O:27][C:28](=[O:34])[CH2:29][C:30]([CH3:32])([CH3:31])[CH3:33])=[O:35])[O:7][C:6]3=[O:8])=[CH:10][C:11]=2[F:23])[CH2:16][CH2:17]1. The yield is 0.460. (6) The reactants are C(OC([N:8]1[CH2:19][C:18]2[N:17]=[C:16]3[C:12]([C:13]([NH2:23])=[C:14]([C:20](=[O:22])[NH2:21])[S:15]3)=[C:11]([C:24]3[S:25][CH:26]=[CH:27][CH:28]=3)[C:10]=2[CH2:9]1)=O)(C)(C)C.C([Cl:32])(=O)C. The catalyst is CO. The product is [ClH:32].[NH2:23][C:13]1[C:12]2[C:16](=[N:17][C:18]3[CH2:19][NH:8][CH2:9][C:10]=3[C:11]=2[C:24]2[S:25][CH:26]=[CH:27][CH:28]=2)[S:15][C:14]=1[C:20]([NH2:21])=[O:22]. The yield is 0.930. (7) The reactants are [CH3:1][O:2][C:3]1[CH:8]=[CH:7][C:6]([C:9]2[CH:17]=[CH:16][CH:15]=[C:14]3[C:10]=2[CH2:11][C:12](=[O:18])[NH:13]3)=[CH:5][CH:4]=1.[CH3:19][C@H:20]1[NH:25][C@@H:24]([CH3:26])[CH2:23][N:22]([C:27]([C:29]2[C:30]([CH3:36])=[C:31]([CH:34]=O)[NH:32][CH:33]=2)=[O:28])[CH2:21]1. The catalyst is C(O)C.N1CCCCC1. The product is [CH3:26][C@H:24]1[NH:25][C@@H:20]([CH3:19])[CH2:21][N:22]([C:27]([C:29]2[C:30]([CH3:36])=[C:31]([CH:34]=[C:11]3[C:10]4[C:14](=[CH:15][CH:16]=[CH:17][C:9]=4[C:6]4[CH:7]=[CH:8][C:3]([O:2][CH3:1])=[CH:4][CH:5]=4)[NH:13][C:12]3=[O:18])[NH:32][CH:33]=2)=[O:28])[CH2:23]1. The yield is 0.630.